Task: Predict the reaction yield, written as a fraction of the theoretical maximum amount of product (1.0 means a 100% yield; for example, 0.34 means a 34% yield).. Dataset: Reaction yield outcomes from USPTO patents with 853,638 reactions The reactants are P(Cl)(Cl)(Cl)=O.[Cl:6][C:7]1[CH:12]=[C:11]([Cl:13])[N:10]=[CH:9][N:8]=1.CN(C)[CH:16]=[O:17]. No catalyst specified. The product is [Cl:6][C:7]1[C:12]([CH:16]=[O:17])=[C:11]([Cl:13])[N:10]=[CH:9][N:8]=1. The yield is 0.600.